Dataset: Peptide-MHC class I binding affinity with 185,985 pairs from IEDB/IMGT. Task: Regression. Given a peptide amino acid sequence and an MHC pseudo amino acid sequence, predict their binding affinity value. This is MHC class I binding data. (1) The peptide sequence is EIYFSSIHR. The MHC is HLA-A01:01 with pseudo-sequence HLA-A01:01. The binding affinity (normalized) is 0.0847. (2) The peptide sequence is IYRRRDGKW. The MHC is HLA-A02:17 with pseudo-sequence HLA-A02:17. The binding affinity (normalized) is 0. (3) The peptide sequence is ISDSNPFLTQW. The MHC is HLA-B57:01 with pseudo-sequence HLA-B57:01. The binding affinity (normalized) is 0.739. (4) The peptide sequence is FIDRGSIKIK. The MHC is HLA-A31:01 with pseudo-sequence HLA-A31:01. The binding affinity (normalized) is 0.288. (5) The peptide sequence is LICYQIEYI. The MHC is HLA-B57:01 with pseudo-sequence HLA-B57:01. The binding affinity (normalized) is 0.0847. (6) The MHC is HLA-B58:01 with pseudo-sequence HLA-B58:01. The binding affinity (normalized) is 0.0847. The peptide sequence is DFIGKTIGF.